From a dataset of Reaction yield outcomes from USPTO patents with 853,638 reactions. Predict the reaction yield, written as a fraction of the theoretical maximum amount of product (1.0 means a 100% yield; for example, 0.34 means a 34% yield). (1) The reactants are [N:1]1([C:7]2[CH:14]=[CH:13][C:10]([CH:11]=O)=[C:9]([O:15][C:16]([F:19])([F:18])[F:17])[CH:8]=2)[CH2:6][CH2:5][O:4][CH2:3][CH2:2]1.[N:20]1([C:26]([O:28][C:29]([CH3:32])([CH3:31])[CH3:30])=[O:27])[CH2:25][CH2:24][NH:23][CH2:22][CH2:21]1.ClCCCl.[Na]. The catalyst is O. The product is [N:1]1([C:7]2[CH:14]=[CH:13][C:10]([CH2:11][N:23]3[CH2:22][CH2:21][N:20]([C:26]([O:28][C:29]([CH3:32])([CH3:31])[CH3:30])=[O:27])[CH2:25][CH2:24]3)=[C:9]([O:15][C:16]([F:19])([F:18])[F:17])[CH:8]=2)[CH2:6][CH2:5][O:4][CH2:3][CH2:2]1. The yield is 0.910. (2) The reactants are [ClH:1].[CH:2]1([S:5]([NH:8][C:9]([C@@:11]23[CH2:26][C@H:25]2[CH:24]=[CH:23][CH2:22][CH2:21][C@@H:20]([CH3:27])[CH2:19][C@@H:18]([CH3:28])[C@H:17]([NH:29]C(=O)OC(C)(C)C)[C:16](=[O:37])[N:15]2[CH2:38][C@H:39]([O:41][C:42]4[C:51]5[C:46](=[CH:47][CH:48]=[CH:49][CH:50]=5)[C:45]([O:52][CH3:53])=[CH:44][N:43]=4)[CH2:40][C@H:14]2[C:13](=[O:54])[NH:12]3)=[O:10])(=[O:7])=[O:6])[CH2:4][CH2:3]1. The catalyst is O1CCOCC1. The product is [ClH:1].[NH2:29][C@@H:17]1[C:16](=[O:37])[N:15]2[CH2:38][C@H:39]([O:41][C:42]3[C:51]4[C:46](=[CH:47][CH:48]=[CH:49][CH:50]=4)[C:45]([O:52][CH3:53])=[CH:44][N:43]=3)[CH2:40][C@H:14]2[C:13](=[O:54])[NH:12][C@:11]2([C:9]([NH:8][S:5]([CH:2]3[CH2:3][CH2:4]3)(=[O:6])=[O:7])=[O:10])[CH2:26][C@H:25]2[CH:24]=[CH:23][CH2:22][CH2:21][C@@H:20]([CH3:27])[CH2:19][C@H:18]1[CH3:28]. The yield is 0.960. (3) The catalyst is O1CCOCC1.O. The yield is 1.00. The reactants are C([O:3][C:4](=[O:16])[C:5]([CH3:15])([S:7]([CH2:10][CH2:11][CH:12]([CH3:14])[CH3:13])(=[O:9])=[O:8])[CH3:6])C.O.[OH-].[Li+]. The product is [CH3:15][C:5]([S:7]([CH2:10][CH2:11][CH:12]([CH3:14])[CH3:13])(=[O:9])=[O:8])([CH3:6])[C:4]([OH:16])=[O:3].